From a dataset of Reaction yield outcomes from USPTO patents with 853,638 reactions. Predict the reaction yield, written as a fraction of the theoretical maximum amount of product (1.0 means a 100% yield; for example, 0.34 means a 34% yield). (1) The yield is 0.980. The product is [CH2:1]([O:8][CH2:9][CH2:10][CH2:11][CH2:12][CH2:13][CH2:14][CH2:15][CH2:16][O:17][CH2:18][CH2:19][CH2:20][CH2:21][CH2:22][CH2:23][CH2:24][CH2:25][CH2:26][CH2:27][P:28](=[O:29])([OH:32])[OH:35])[C:2]1[CH:3]=[CH:4][CH:5]=[CH:6][CH:7]=1. The reactants are [CH2:1]([O:8][CH2:9][CH2:10][CH2:11][CH2:12][CH2:13][CH2:14][CH2:15][CH2:16][O:17][CH2:18][CH2:19][CH2:20][CH2:21][CH2:22][CH2:23][CH2:24][CH2:25][CH2:26][CH2:27][P:28](=[O:35])([O:32]CC)[O:29]CC)[C:2]1[CH:7]=[CH:6][CH:5]=[CH:4][CH:3]=1.Br[Si](C)(C)C.O. The catalyst is ClCCl.CO. (2) The reactants are [C:1]([C:3]1[CH:4]=[N:5][CH:6]=[CH:7][CH:8]=1)#[N:2].P([O-])([O-])([O-])=[O:10].[K+].[K+].[K+]. No catalyst specified. The product is [C:1]([NH2:2])(=[O:10])[C:3]1[CH:8]=[CH:7][CH:6]=[N:5][CH:4]=1. The yield is 0.973. (3) The reactants are [C:1]1([CH3:11])[CH:6]=[CH:5][C:4]([S:7](Cl)(=[O:9])=[O:8])=[CH:3][CH:2]=1.[N:12]1[CH:17]=[CH:16][CH:15]=[C:14](/[CH:18]=[CH:19]/[CH2:20][C@@H:21]([OH:23])[CH3:22])[CH:13]=1.C([O-])(O)=O.[Na+]. The catalyst is C(N(CC)CC)C. The product is [C:1]1([CH3:11])[CH:6]=[CH:5][C:4]([S:7]([O:23][C@H:21]([CH2:20]/[CH:19]=[CH:18]/[C:14]2[CH:13]=[N:12][CH:17]=[CH:16][CH:15]=2)[CH3:22])(=[O:9])=[O:8])=[CH:3][CH:2]=1. The yield is 0.686. (4) The reactants are [N:1]1([CH2:9][C:10]([OH:12])=[O:11])[CH:8]=[CH:7][C:5]([NH2:6])=[N:4][C:2]1=[O:3].C(N1C=CN=C1)(N1[CH:19]=[CH:18]N=C1)=O.[CH2:25]([OH:35])[C:26]1[CH:34]=[CH:33][C:32]2[O:31][CH2:30][O:29][C:28]=2[CH:27]=1.CN([CH:39]=[O:40])C. No catalyst specified. The product is [CH2:18]([O:11][C:10](=[O:12])[CH2:9][N:1]1[CH:8]=[CH:7][C:5]([NH:6][C:39]([O:35][CH2:25][C:26]2[CH:34]=[CH:33][C:32]3[O:31][CH2:30][O:29][C:28]=3[CH:27]=2)=[O:40])=[N:4][C:2]1=[O:3])[CH3:19]. The yield is 0.960. (5) The reactants are [CH:1]1[C:11]2[CH2:10][CH2:9][C:8]3[CH:12]=[CH:13][CH:14]=[CH:15][C:7]=3[NH:6][C:5]=2[CH:4]=[CH:3][C:2]=1[CH:16]=[O:17].CS(C)=[O:20].P([O-])(O)(O)=O.[Na+].Cl([O-])=O.[Na+]. The catalyst is C(#N)C.O.C(OCC)(=O)C. The product is [CH:1]1[C:11]2[CH2:10][CH2:9][C:8]3[CH:12]=[CH:13][CH:14]=[CH:15][C:7]=3[NH:6][C:5]=2[CH:4]=[CH:3][C:2]=1[C:16]([OH:20])=[O:17]. The yield is 0.840. (6) The reactants are [CH3:1][C:2]1[S:3][C:4]([C:10]2[CH:15]=[CH:14][CH:13]=[CH:12][CH:11]=2)=[C:5]([C:7]([OH:9])=O)[N:6]=1.CCN(C(C)C)C(C)C.CN(C(ON1N=NC2C=CC=CC1=2)=[N+](C)C)C.[B-](F)(F)(F)F.[NH:47]1[CH2:52][CH2:51][CH2:50][CH2:49][C@H:48]1[CH2:53][C:54]1[N:55]=[C:56]2[CH:61]=[C:60]([C:62]#[N:63])[CH:59]=[CH:58][N:57]2[CH:64]=1. The catalyst is CN(C=O)C. The product is [CH3:1][C:2]1[S:3][C:4]([C:10]2[CH:15]=[CH:14][CH:13]=[CH:12][CH:11]=2)=[C:5]([C:7]([N:47]2[CH2:52][CH2:51][CH2:50][CH2:49][C@H:48]2[CH2:53][C:54]2[N:55]=[C:56]3[CH:61]=[C:60]([C:62]#[N:63])[CH:59]=[CH:58][N:57]3[CH:64]=2)=[O:9])[N:6]=1. The yield is 0.480. (7) The reactants are CN(C(ON1N=NC2C=CC=NC1=2)=[N+](C)C)C.F[P-](F)(F)(F)(F)F.CCN(C(C)C)C(C)C.[OH:34][C@H:35]([C:56]1[CH:61]=[CH:60][C:59]([O:62][CH3:63])=[CH:58][CH:57]=1)[C@H:36]([NH:40][C:41](=[O:55])[C@@H:42]([NH:45][C:46](=[O:54])[CH2:47][N:48]1[CH2:53][CH2:52][O:51][CH2:50][CH2:49]1)[CH2:43][OH:44])[C:37](O)=[O:38].[NH2:64][C@@H:65]([CH2:72][C:73]1[CH2:78][CH2:77][CH2:76][CH2:75][CH:74]=1)[C:66]([C@@:68]1([CH3:71])[CH2:70][O:69]1)=[O:67]. The catalyst is CN(C=O)C. The product is [C:73]1([CH2:72][C@H:65]([NH:64][C:37](=[O:38])[C@@H:36]([NH:40][C:41](=[O:55])[C@@H:42]([NH:45][C:46](=[O:54])[CH2:47][N:48]2[CH2:49][CH2:50][O:51][CH2:52][CH2:53]2)[CH2:43][OH:44])[C@H:35]([OH:34])[C:56]2[CH:61]=[CH:60][C:59]([O:62][CH3:63])=[CH:58][CH:57]=2)[C:66]([C@@:68]2([CH3:71])[CH2:70][O:69]2)=[O:67])[CH2:78][CH2:77][CH2:76][CH2:75][CH:74]=1. The yield is 0.570.